From a dataset of Reaction yield outcomes from USPTO patents with 853,638 reactions. Predict the reaction yield, written as a fraction of the theoretical maximum amount of product (1.0 means a 100% yield; for example, 0.34 means a 34% yield). (1) The reactants are [O:1]=[C:2]1[NH:7][C:6]2[CH:8]=[C:9]([C:12]([OH:14])=O)[CH:10]=[CH:11][C:5]=2[S:4][CH2:3]1.[CH3:15][O:16][C:17]1[CH:26]=[C:25]2[C:20]([N:21]=[CH:22][C:23]([S:27][CH2:28][CH2:29][N:30]3[CH2:35][CH2:34][CH:33]([NH:36][CH3:37])[CH2:32][CH2:31]3)=[N:24]2)=[CH:19][CH:18]=1.CN(C(ON1N=NC2C=CC=NC1=2)=[N+](C)C)C.F[P-](F)(F)(F)(F)F.C(N(CC)CC)C. The catalyst is CN(C)C=O. The product is [CH3:15][O:16][C:17]1[CH:26]=[C:25]2[C:20]([N:21]=[CH:22][C:23]([S:27][CH2:28][CH2:29][N:30]3[CH2:31][CH2:32][CH:33]([N:36]([CH3:37])[C:12]([C:9]4[CH:10]=[CH:11][C:5]5[S:4][CH2:3][C:2](=[O:1])[NH:7][C:6]=5[CH:8]=4)=[O:14])[CH2:34][CH2:35]3)=[N:24]2)=[CH:19][CH:18]=1. The yield is 0.350. (2) The reactants are Cl[CH2:2][C:3]([N:5]1[CH2:10][CH2:9][CH:8]([O:11][C:12]2[CH:17]=[CH:16][C:15]([F:18])=[CH:14][CH:13]=2)[CH2:7][CH2:6]1)=[O:4].[Cl:19][C:20]1[CH:25]=[CH:24][C:23]([OH:26])=[C:22]([N+:27]([O-:29])=[O:28])[CH:21]=1.C(=O)([O-])[O-].[K+].[K+].[I-].[K+]. The catalyst is CC(=O)CC. The product is [Cl:19][C:20]1[CH:25]=[CH:24][C:23]([O:26][CH2:2][C:3]([N:5]2[CH2:10][CH2:9][CH:8]([O:11][C:12]3[CH:17]=[CH:16][C:15]([F:18])=[CH:14][CH:13]=3)[CH2:7][CH2:6]2)=[O:4])=[C:22]([N+:27]([O-:29])=[O:28])[CH:21]=1. The yield is 0.780. (3) The reactants are [CH3:1][C:2]1([CH3:21])[C:6]([CH3:8])([CH3:7])[O:5][B:4]([C:9]2[CH:14]=[CH:13][C:12]([NH:15][S:16]([CH:19]=[CH2:20])(=[O:18])=[O:17])=[CH:11][CH:10]=2)[O:3]1.[CH2:22]([NH:24][CH2:25][CH3:26])[CH3:23].C(OCC)(=O)C.ClCCl. The catalyst is CO. The product is [CH3:8][C:6]1([CH3:7])[C:2]([CH3:21])([CH3:1])[O:3][B:4]([C:9]2[CH:10]=[CH:11][C:12]([NH:15][S:16]([CH2:19][CH2:20][N:24]([CH2:25][CH3:26])[CH2:22][CH3:23])(=[O:18])=[O:17])=[CH:13][CH:14]=2)[O:5]1. The yield is 0.560. (4) The reactants are [C:1]([C:3]1[CH:21]=[CH:20][C:6]([C:7]([NH:9][C:10]2[CH:11]=[C:12]([CH:17]=[CH:18][CH:19]=2)[C:13](OC)=[O:14])=[O:8])=[CH:5][CH:4]=1)#[N:2].O.[NH2:23][NH2:24]. The catalyst is CCO. The product is [C:1]([C:3]1[CH:21]=[CH:20][C:6]([C:7]([NH:9][C:10]2[CH:19]=[CH:18][CH:17]=[C:12]([C:13]([NH:23][NH2:24])=[O:14])[CH:11]=2)=[O:8])=[CH:5][CH:4]=1)#[N:2]. The yield is 0.680.